This data is from Full USPTO retrosynthesis dataset with 1.9M reactions from patents (1976-2016). The task is: Predict the reactants needed to synthesize the given product. (1) Given the product [CH2:17]([N:24]1[CH2:29][CH2:28][CH:27]([NH:30][C:14]([C:11]2[CH:10]=[N:9][N:8]([C:5]3[CH:6]=[CH:7][C:2]([Cl:1])=[CH:3][CH:4]=3)[C:12]=2[CH3:13])=[O:15])[CH2:26][CH2:25]1)[C:18]1[CH:19]=[CH:20][CH:21]=[CH:22][CH:23]=1, predict the reactants needed to synthesize it. The reactants are: [Cl:1][C:2]1[CH:7]=[CH:6][C:5]([N:8]2[C:12]([CH3:13])=[C:11]([C:14](Cl)=[O:15])[CH:10]=[N:9]2)=[CH:4][CH:3]=1.[CH2:17]([N:24]1[CH2:29][CH2:28][CH:27]([NH2:30])[CH2:26][CH2:25]1)[C:18]1[CH:23]=[CH:22][CH:21]=[CH:20][CH:19]=1. (2) Given the product [C:27]([O:31][C:32](=[O:42])[NH:33][CH2:34][CH:35]([NH:41][C:20](=[O:21])[C:19]1[CH:23]=[CH:24][C:25]([CH3:26])=[C:17]([NH:16][C:14]([C:8]2[C:9](=[O:13])[NH:10][C:11]3[C:6]([CH:7]=2)=[CH:5][N:4]=[C:3]([O:2][CH3:1])[CH:12]=3)=[O:15])[CH:18]=1)[C:36]1[CH:40]=[CH:39][S:38][CH:37]=1)([CH3:30])([CH3:28])[CH3:29], predict the reactants needed to synthesize it. The reactants are: [CH3:1][O:2][C:3]1[CH:12]=[C:11]2[C:6]([CH:7]=[C:8]([C:14]([NH:16][C:17]3[CH:18]=[C:19]([CH:23]=[CH:24][C:25]=3[CH3:26])[C:20](O)=[O:21])=[O:15])[C:9](=[O:13])[NH:10]2)=[CH:5][N:4]=1.[C:27]([O:31][C:32](=[O:42])[NH:33][CH2:34][CH:35]([NH2:41])[C:36]1[CH:40]=[CH:39][S:38][CH:37]=1)([CH3:30])([CH3:29])[CH3:28]. (3) Given the product [NH2:1][C:2]1[C:3]2[CH:10]=[CH:9][N:8]([C@@H:11]3[O:12][C@H:13]([CH2:20][OH:21])[C@@H:14]([O:19][C:29](=[O:31])[CH3:30])[C@@:15]3([C:17]#[CH:18])[OH:16])[C:4]=2[N:5]=[CH:6][N:7]=1, predict the reactants needed to synthesize it. The reactants are: [NH2:1][C:2]1[C:3]2[CH:10]=[CH:9][N:8]([C@H:11]3[C@:15]([C:17]#[CH:18])([OH:16])[C@H:14]([OH:19])[C@@H:13]([CH2:20][OH:21])[O:12]3)[C:4]=2[N:5]=[CH:6][N:7]=1.CCN(CC)CC.[C:29](OC(=O)C)(=[O:31])[CH3:30].